Dataset: Catalyst prediction with 721,799 reactions and 888 catalyst types from USPTO. Task: Predict which catalyst facilitates the given reaction. Reactant: [NH2:1][C:2](=[N:14][O:15][C:16](=O)[C:17]1[CH:22]=[CH:21][CH:20]=[C:19]([Cl:23])[CH:18]=1)[N:3]1[CH2:8][CH2:7][N:6]([C:9]([O:11][CH2:12][CH3:13])=[O:10])[CH2:5][CH2:4]1.CCCC[N+](CCCC)(CCCC)CCCC.[F-]. Product: [CH2:12]([O:11][C:9]([N:6]1[CH2:7][CH2:8][N:3]([C:2]2[N:1]=[C:16]([C:17]3[CH:22]=[CH:21][CH:20]=[C:19]([Cl:23])[CH:18]=3)[O:15][N:14]=2)[CH2:4][CH2:5]1)=[O:10])[CH3:13]. The catalyst class is: 1.